Dataset: Catalyst prediction with 721,799 reactions and 888 catalyst types from USPTO. Task: Predict which catalyst facilitates the given reaction. Reactant: [Cl:1][C:2]1[C:3]2[O:11][CH:10]=[C:9]([C:12]3[CH:13]=[C:14]4[C:18](=[CH:19][CH:20]=3)[NH:17][CH2:16][CH2:15]4)[C:4]=2[C:5]([NH2:8])=[N:6][CH:7]=1.[F:21][C:22]1[CH:27]=[CH:26][C:25]([F:28])=[CH:24][C:23]=1[CH2:29][C:30](O)=[O:31].CN(C(ON1N=NC2C=CC=NC1=2)=[N+](C)C)C.F[P-](F)(F)(F)(F)F.CCN(C(C)C)C(C)C. Product: [Cl:1][C:2]1[C:3]2[O:11][CH:10]=[C:9]([C:12]3[CH:13]=[C:14]4[C:18](=[CH:19][CH:20]=3)[N:17]([C:30](=[O:31])[CH2:29][C:23]3[CH:24]=[C:25]([F:28])[CH:26]=[CH:27][C:22]=3[F:21])[CH2:16][CH2:15]4)[C:4]=2[C:5]([NH2:8])=[N:6][CH:7]=1. The catalyst class is: 35.